This data is from Peptide-MHC class I binding affinity with 185,985 pairs from IEDB/IMGT. The task is: Regression. Given a peptide amino acid sequence and an MHC pseudo amino acid sequence, predict their binding affinity value. This is MHC class I binding data. (1) The peptide sequence is EIINDKGKQY. The MHC is HLA-A33:01 with pseudo-sequence HLA-A33:01. The binding affinity (normalized) is 0. (2) The peptide sequence is DLAAGVDVV. The MHC is HLA-B15:01 with pseudo-sequence HLA-B15:01. The binding affinity (normalized) is 0.0847.